Dataset: Full USPTO retrosynthesis dataset with 1.9M reactions from patents (1976-2016). Task: Predict the reactants needed to synthesize the given product. (1) Given the product [F:27][C:5]1[CH:6]=[CH:7][C:2]([C:70]([NH:81][C@@H:79]([CH3:80])[CH2:78][O:77][CH3:76])=[O:73])=[CH:3][CH:4]=1, predict the reactants needed to synthesize it. The reactants are: Br[C:2]1[CH:3]=[CH:4][C:5]([F:27])=[C:6]([C@@]2(C(F)F)[C@H]3[C@H](C3)OC(NC(=O)C3C=CC=CC=3)=N2)[CH:7]=1.CC1(C)C2C=CC=C(P(C3C=CC=CC=3)C3C=CC=CC=3)C=2OC2C1=CC=CC=2P(C1C=CC=CC=1)C1C=CC=CC=1.[C:70](=[O:73])([O-])[O-].[Na+].[Na+].[CH3:76][O:77][CH2:78][C@@H:79]([NH2:81])[CH3:80]. (2) Given the product [Cl:1][C:2]1[N:3]=[C:4]([N:23]2[CH2:24][CH2:25][N:20]([CH3:19])[CH2:21][CH2:22]2)[C:5]2[CH2:10][CH2:9][CH:8]([C:11]3[CH:16]=[CH:15][C:14]([F:17])=[CH:13][CH:12]=3)[C:6]=2[N:7]=1, predict the reactants needed to synthesize it. The reactants are: [Cl:1][C:2]1[N:3]=[C:4](Cl)[C:5]2[CH2:10][CH2:9][CH:8]([C:11]3[CH:16]=[CH:15][C:14]([F:17])=[CH:13][CH:12]=3)[C:6]=2[N:7]=1.[CH3:19][N:20]1[CH2:25][CH2:24][NH:23][CH2:22][CH2:21]1. (3) Given the product [CH:2]([NH:5][C:6]([C:8]1[C:16]2[C:11](=[N:12][CH:13]=[C:14]([O:17][C:18]3[CH:19]=[C:20]4[C:24](=[CH:25][CH:26]=3)[CH2:23][CH2:22][C@H:21]4[NH:27][S:46]([CH3:45])(=[O:48])=[O:47])[N:15]=2)[N:10]([CH2:28][O:29][CH2:30][CH2:31][Si:32]([CH3:33])([CH3:35])[CH3:34])[CH:9]=1)=[O:7])([CH3:4])[CH3:3], predict the reactants needed to synthesize it. The reactants are: Cl.[CH:2]([NH:5][C:6]([C:8]1[C:16]2[C:11](=[N:12][CH:13]=[C:14]([O:17][C:18]3[CH:19]=[C:20]4[C:24](=[CH:25][CH:26]=3)[CH2:23][CH2:22][C@H:21]4[NH2:27])[N:15]=2)[N:10]([CH2:28][O:29][CH2:30][CH2:31][Si:32]([CH3:35])([CH3:34])[CH3:33])[CH:9]=1)=[O:7])([CH3:4])[CH3:3].C(N(C(C)C)CC)(C)C.[CH3:45][S:46](Cl)(=[O:48])=[O:47]. (4) Given the product [CH:38]([O:41][C:5]1[N:10]=[C:9]([O:11][C:12]2[CH:13]=[N:14][CH:15]=[CH:16][CH:17]=2)[C:8]([C:18]2[CH:23]=[CH:22][C:21]([Cl:24])=[CH:20][CH:19]=2)=[C:7]([C:25]2[CH:30]=[CH:29][C:28]([Cl:31])=[CH:27][C:26]=2[Cl:32])[N:6]=1)([CH3:40])[CH3:39], predict the reactants needed to synthesize it. The reactants are: CS([C:5]1[N:10]=[C:9]([O:11][C:12]2[CH:13]=[N:14][CH:15]=[CH:16][CH:17]=2)[C:8]([C:18]2[CH:23]=[CH:22][C:21]([Cl:24])=[CH:20][CH:19]=2)=[C:7]([C:25]2[CH:30]=[CH:29][C:28]([Cl:31])=[CH:27][C:26]=2[Cl:32])[N:6]=1)(=O)=O.C([Li])CCC.[CH:38]([OH:41])([CH3:40])[CH3:39]. (5) Given the product [N:16]1[N:15]([C:12]2[CH:11]=[CH:10][C:9]([OH:8])=[CH:14][CH:13]=2)[N:19]=[CH:18][CH:17]=1, predict the reactants needed to synthesize it. The reactants are: C([O:8][C:9]1[CH:14]=[CH:13][C:12]([N:15]2[N:19]=[CH:18][CH:17]=[N:16]2)=[CH:11][CH:10]=1)C1C=CC=CC=1. (6) Given the product [CH:31]1([NH:36][C:26]([CH2:25][NH:24][C:22](=[O:23])[C:21]2[CH:29]=[CH:30][C:18]([S:15](=[O:16])(=[O:17])[NH:14][C:9]3[CH:10]=[CH:11][CH:12]=[CH:13][C:8]=3[O:1][C:2]3[CH:7]=[CH:6][CH:5]=[CH:4][CH:3]=3)=[CH:19][CH:20]=2)=[O:28])[CH2:35][CH2:34][CH2:33][CH2:32]1, predict the reactants needed to synthesize it. The reactants are: [O:1]([C:8]1[CH:13]=[CH:12][CH:11]=[CH:10][C:9]=1[NH:14][S:15]([C:18]1[CH:30]=[CH:29][C:21]([C:22]([NH:24][CH2:25][C:26]([OH:28])=O)=[O:23])=[CH:20][CH:19]=1)(=[O:17])=[O:16])[C:2]1[CH:7]=[CH:6][CH:5]=[CH:4][CH:3]=1.[CH:31]1([NH2:36])[CH2:35][CH2:34][CH2:33][CH2:32]1. (7) Given the product [NH:43]1[C:44]2[C:49](=[CH:48][CH:47]=[CH:46][CH:45]=2)[C:41]([C:34]2[C:35](=[O:40])[N:36]([CH3:39])[C:37](=[O:38])[C:33]=2[C:26]2[C:27]3[C:28](=[N:29][CH:30]=[CH:31][CH:32]=3)[N:24]([C@@H:6]3[O:7][C@H:8]([CH2:19][O:20][C:21](=[O:23])[CH3:22])[C@@H:9]([O:15][C:16](=[O:18])[CH3:17])[C@H:10]([O:11][C:12](=[O:14])[CH3:13])[C@H:5]3[O:4][C:1](=[O:3])[CH3:2])[CH:25]=2)=[CH:42]1, predict the reactants needed to synthesize it. The reactants are: [C:1]([O:4][C@@H:5]1[C@@H:10]([O:11][C:12](=[O:14])[CH3:13])[C@H:9]([O:15][C:16](=[O:18])[CH3:17])[C@@H:8]([CH2:19][O:20][C:21](=[O:23])[CH3:22])[O:7][C@H:6]1[N:24]1[C:28]2=[N:29][CH:30]=[CH:31][CH:32]=[C:27]2[C:26]([C:33]2[C:37](=[O:38])[N:36]([CH3:39])[C:35](=[O:40])[C:34]=2[C:41]2[C:49]3[C:44](=[CH:45][CH:46]=[CH:47][CH:48]=3)[N:43](C(OC(C)(C)C)=O)[CH:42]=2)=[CH:25]1)(=[O:3])[CH3:2].C(N(CC)CC)C.C(=O)(O)[O-].[Na+]. (8) Given the product [Br:10][C:6]1[CH:5]=[C:4]([CH:2]([NH2:16])[CH3:1])[CH:9]=[CH:8][CH:7]=1, predict the reactants needed to synthesize it. The reactants are: [CH3:1][C:2]([C:4]1[CH:9]=[CH:8][CH:7]=[C:6]([Br:10])[CH:5]=1)=O.C(O)=O.C([NH2:16])=O.Cl.